From a dataset of Full USPTO retrosynthesis dataset with 1.9M reactions from patents (1976-2016). Predict the reactants needed to synthesize the given product. (1) Given the product [CH:1]([C:4]1[CH:5]=[C:6]([C:20]([OH:22])=[O:21])[C:7]([C:10]2[CH:15]=[CH:14][C:13]([C:16]([F:17])([F:19])[F:18])=[CH:12][CH:11]=2)=[CH:8][CH:9]=1)([CH3:3])[CH3:2], predict the reactants needed to synthesize it. The reactants are: [C:1]([C:4]1[CH:5]=[C:6]([C:20]([OH:22])=[O:21])[C:7]([C:10]2[CH:15]=[CH:14][C:13]([C:16]([F:19])([F:18])[F:17])=[CH:12][CH:11]=2)=[CH:8][CH:9]=1)([CH3:3])=[CH2:2]. (2) Given the product [ClH:30].[NH2:8][C:9]1[CH:10]=[CH:11][C:12]([C:25]2([C:28]#[N:29])[CH2:27][CH2:26]2)=[C:13]([CH2:14][NH:15][CH3:16])[CH:24]=1, predict the reactants needed to synthesize it. The reactants are: C(OC([NH:8][C:9]1[CH:10]=[CH:11][C:12]([C:25]2([C:28]#[N:29])[CH2:27][CH2:26]2)=[C:13]([CH:24]=1)[CH2:14][N:15](C)[C:16](=O)OC(C)(C)C)=O)(C)(C)C.[ClH:30]. (3) Given the product [Br:8][C:6]1[CH:7]=[C:2]([Cl:1])[C:3]([CH2:23][OH:24])=[N:4][CH:5]=1, predict the reactants needed to synthesize it. The reactants are: [Cl:1][C:2]1[C:3](Br)=[N:4][CH:5]=[C:6]([Br:8])[CH:7]=1.C([Li])CCC.CCCCCC.CN(C)[CH:23]=[O:24].[BH4-].[Na+].[Cl-].[NH4+]. (4) The reactants are: [CH:1]1[CH:6]=[N+:5]([O-])[CH:4]=[C:3]([CH2:8][C:9]#[N:10])[CH:2]=1.C[Si]([C:15]#[N:16])(C)C.CN(C)C(Cl)=O. Given the product [C:9]([CH2:8][C:3]1[C:4]([C:15]#[N:16])=[N:5][CH:6]=[CH:1][CH:2]=1)#[N:10], predict the reactants needed to synthesize it. (5) Given the product [C:1]([O:5][C:6]([NH:8][C@@H:9]([CH2:15][C:16]1[CH:21]=[CH:20][C:19]([C:22]2[CH:27]=[CH:26][CH:25]=[C:24]([CH:37]=[O:41])[CH:23]=2)=[CH:18][CH:17]=1)[C:10]([O:12][CH2:13][CH3:14])=[O:11])=[O:7])([CH3:4])([CH3:3])[CH3:2], predict the reactants needed to synthesize it. The reactants are: [C:1]([O:5][C:6]([NH:8][C@@H:9]([CH2:15][C:16]1[CH:21]=[CH:20][C:19]([C:22]2[CH:27]=[CH:26][CH:25]=[C:24](NCC(OC(C)(C)C)=O)[CH:23]=2)=[CH:18][CH:17]=1)[C:10]([O:12][CH2:13][CH3:14])=[O:11])=[O:7])([CH3:4])([CH3:3])[CH3:2].[C:37]([O:41]C(N[C@@H](CC1C=CC(OS(C(F)(F)F)(=O)=O)=CC=1)C(OCC)=O)=O)(C)(C)C.